This data is from Reaction yield outcomes from USPTO patents with 853,638 reactions. The task is: Predict the reaction yield, written as a fraction of the theoretical maximum amount of product (1.0 means a 100% yield; for example, 0.34 means a 34% yield). (1) The reactants are O.O.[C:3]([O-:15])(=[O:14])[CH2:4][C:5]([CH2:10][C:11]([O-:13])=[O:12])([C:7]([O-:9])=[O:8])[OH:6].[Na+:16].[Na+].[Na+]. The catalyst is O. The product is [C:3]([O-:15])(=[O:14])[CH2:4][C:5]([CH2:10][C:11]([O-:13])=[O:12])([C:7]([O-:9])=[O:8])[OH:6].[Na+:16].[Na+:16].[Na+:16]. The yield is 0.0150. (2) The reactants are [OH:1][CH2:2][C:3]1[S:11][C:10]2[C:5](=[N:6][CH:7]=[CH:8][C:9]=2[Cl:12])[CH:4]=1.Cl.Cl[CH2:15][CH2:16][N:17]1[CH2:21][CH2:20][CH2:19][CH2:18]1.[OH-].[Na+].C(=O)(O)[O-].[Na+].S([O-])([O-])(=O)=O.[Mg+2]. The catalyst is [Br-].C([N+](CC)(CC)CC)C1C=CC=CC=1.C1(C)C=CC=CC=1.[Cl-].[Na+].O.C(OCC)(=O)C. The product is [Cl:12][C:9]1[CH:8]=[CH:7][N:6]=[C:5]2[CH:4]=[C:3]([CH2:2][O:1][CH2:15][CH2:16][N:17]3[CH2:21][CH2:20][CH2:19][CH2:18]3)[S:11][C:10]=12. The yield is 0.620. (3) The reactants are [Br:1][C:2]1[C:7]([C:8]([OH:10])=[O:9])=[CH:6][C:5]([Cl:11])=[N:4][CH:3]=1.S(Cl)(Cl)=O.[CH3:16]O. No catalyst specified. The product is [Br:1][C:2]1[C:7]([C:8]([O:10][CH3:16])=[O:9])=[CH:6][C:5]([Cl:11])=[N:4][CH:3]=1. The yield is 0.950. (4) The reactants are C(N(C(C)C)CC)(C)C.[CH2:10]([OH:15])[CH2:11][CH2:12][CH:13]=[CH2:14].Cl[C:17](Cl)([O:19]C(=O)OC(Cl)(Cl)Cl)Cl.[OH-].[Na+].[NH2:30][C@H:31]([C:36]([OH:38])=[O:37])[C:32]([CH3:35])([CH3:34])[CH3:33]. The catalyst is O1CCOCC1. The product is [CH3:33][C:32]([CH3:35])([CH3:34])[C@H:31]([NH:30][C:17]([O:15][CH2:10][CH2:11][CH2:12][CH:13]=[CH2:14])=[O:19])[C:36]([OH:38])=[O:37]. The yield is 0.739. (5) The reactants are [N:1]([CH:4]([C:6]1[N:7]([S:21]([C:24]2[CH:29]=[CH:28][C:27]([CH3:30])=[CH:26][CH:25]=2)(=[O:23])=[O:22])[C:8]2[C:13]([C:14]=1[C:15]1[CH:20]=[CH:19][CH:18]=[CH:17][CH:16]=1)=[CH:12][CH:11]=[CH:10][CH:9]=2)[CH3:5])=[N+]=[N-]. The catalyst is CCOC(C)=O.[Pd]. The product is [C:15]1([C:14]2[C:13]3[C:8](=[CH:9][CH:10]=[CH:11][CH:12]=3)[N:7]([S:21]([C:24]3[CH:25]=[CH:26][C:27]([CH3:30])=[CH:28][CH:29]=3)(=[O:22])=[O:23])[C:6]=2[CH:4]([NH2:1])[CH3:5])[CH:16]=[CH:17][CH:18]=[CH:19][CH:20]=1. The yield is 0.760.